Dataset: Full USPTO retrosynthesis dataset with 1.9M reactions from patents (1976-2016). Task: Predict the reactants needed to synthesize the given product. (1) Given the product [Br:22][C:23]1[CH:30]=[CH:29][C:26]([CH2:27][N:1]2[C:9]3[C:4](=[CH:5][CH:6]=[CH:7][CH:8]=3)[C:3]3([C:13]4=[CH:14][C:15]5[O:19][CH2:18][O:17][C:16]=5[CH:20]=[C:12]4[O:11][CH2:10]3)[C:2]2=[O:21])=[CH:25][CH:24]=1, predict the reactants needed to synthesize it. The reactants are: [NH:1]1[C:9]2[C:4](=[CH:5][CH:6]=[CH:7][CH:8]=2)[C:3]2([C:13]3=[CH:14][C:15]4[O:19][CH2:18][O:17][C:16]=4[CH:20]=[C:12]3[O:11][CH2:10]2)[C:2]1=[O:21].[Br:22][C:23]1[CH:30]=[CH:29][C:26]([CH2:27]Br)=[CH:25][CH:24]=1.C(=O)([O-])[O-].[Cs+].[Cs+]. (2) Given the product [C:15]1([O:14][C:11]2[CH:10]=[CH:9][CH:8]=[CH:13][CH:12]=2)[CH:20]=[CH:19][CH:18]=[CH:17][CH:16]=1, predict the reactants needed to synthesize it. The reactants are: C(NCC[C:8]1[CH:13]=[CH:12][C:11]([OH:14])=[CH:10][CH:9]=1)(=O)CC.[C:15]1(P([C:15]2[CH:20]=[CH:19][CH:18]=[CH:17][CH:16]=2)[C:15]2[CH:20]=[CH:19][CH:18]=[CH:17][CH:16]=2)[CH:20]=[CH:19][CH:18]=[CH:17][CH:16]=1.CCOC(/N=N/C(OCC)=O)=O. (3) Given the product [Cl:19][C:20]1[CH:21]=[C:22]2[C:26](=[CH:27][CH:28]=1)[N:25]([C:29]1[CH:34]=[CH:33][CH:32]=[C:31]([C:35]([F:36])([F:38])[F:37])[CH:30]=1)[C:24]([C:39](=[O:40])[CH2:12][C:11]([O:14][C:15]([CH3:18])([CH3:17])[CH3:16])=[O:13])=[CH:23]2, predict the reactants needed to synthesize it. The reactants are: [Li+].C[Si]([N-][Si](C)(C)C)(C)C.[C:11]([O:14][C:15]([CH3:18])([CH3:17])[CH3:16])(=[O:13])[CH3:12].[Cl:19][C:20]1[CH:21]=[C:22]2[C:26](=[CH:27][CH:28]=1)[N:25]([C:29]1[CH:34]=[CH:33][CH:32]=[C:31]([C:35]([F:38])([F:37])[F:36])[CH:30]=1)[C:24]([C:39](OCC)=[O:40])=[CH:23]2.C([O-])(O)=O.[Na+]. (4) Given the product [CH3:12][C:13]([CH3:42])([CH3:41])[CH:14]([C:29]1[CH:34]=[CH:33][C:32]([C:35]2[O:39][C:38]([NH2:40])=[N:37][N:36]=2)=[CH:31][CH:30]=1)[C:15]1[CH:16]=[CH:17][C:18]([O:21][CH2:22][C:23]2[CH:28]=[CH:27][CH:26]=[CH:25][N+:24]=2[O-:6])=[CH:19][CH:20]=1, predict the reactants needed to synthesize it. The reactants are: ClC1C=C(C=CC=1)C(OO)=[O:6].[CH3:12][C:13]([CH3:42])([CH3:41])[CH:14]([C:29]1[CH:34]=[CH:33][C:32]([C:35]2[O:39][C:38]([NH2:40])=[N:37][N:36]=2)=[CH:31][CH:30]=1)[C:15]1[CH:20]=[CH:19][C:18]([O:21][CH2:22][C:23]2[CH:28]=[CH:27][CH:26]=[CH:25][N:24]=2)=[CH:17][CH:16]=1.C(=O)(O)[O-].[Na+].